This data is from Full USPTO retrosynthesis dataset with 1.9M reactions from patents (1976-2016). The task is: Predict the reactants needed to synthesize the given product. (1) Given the product [CH3:3][C:4]1[N:14]=[C:13]2[N:8]([CH2:9][CH2:10][CH2:11][CH:12]2[OH:15])[C:6](=[O:7])[C:5]=1[CH2:16][CH2:17][N:18]1[CH2:23][CH2:22][CH:21]([C:24]2[C:25]3[CH:26]=[CH:27][C:28]([F:33])=[CH:29][C:30]=3[O:31][N:32]=2)[CH2:20][CH2:19]1.[ClH:34], predict the reactants needed to synthesize it. The reactants are: CO.[CH3:3][C:4]1[N:14]=[C:13]2[N:8]([CH2:9][CH2:10][CH2:11][CH:12]2[OH:15])[C:6](=[O:7])[C:5]=1[CH2:16][CH2:17][N:18]1[CH2:23][CH2:22][CH:21]([C:24]2[C:25]3[CH:26]=[CH:27][C:28]([F:33])=[CH:29][C:30]=3[O:31][N:32]=2)[CH2:20][CH2:19]1.[ClH:34]. (2) Given the product [Cl:15][C:16]1[N:21]=[C:20]([C:9]2[CH:10]=[CH:11][C:6]([C:4]([O:3][CH2:1][CH3:2])=[O:5])=[CH:7][CH:8]=2)[CH:19]=[CH:18][N:17]=1, predict the reactants needed to synthesize it. The reactants are: [CH2:1]([O:3][C:4]([C:6]1[CH:11]=[CH:10][C:9](B(O)O)=[CH:8][CH:7]=1)=[O:5])[CH3:2].[Cl:15][C:16]1[N:21]=[C:20](Cl)[CH:19]=[CH:18][N:17]=1.C(=O)([O-])[O-].[Na+].[Na+]. (3) Given the product [C:22]([C@@H:21]([NH:20][C:17]([C:7]1[CH:6]=[CH:5][C:4]([CH:1]2[CH2:2][CH2:3]2)=[C:9]([O:10][CH:11]([CH3:16])[C:12]([F:13])([F:14])[F:15])[N:8]=1)=[O:19])[CH2:25][CH:26]([CH3:28])[CH3:27])(=[O:23])[NH2:24], predict the reactants needed to synthesize it. The reactants are: [CH:1]1([C:4]2[CH:5]=[CH:6][C:7]([C:17]([OH:19])=O)=[N:8][C:9]=2[O:10][CH:11]([CH3:16])[C:12]([F:15])([F:14])[F:13])[CH2:3][CH2:2]1.[NH2:20][C@@H:21]([CH2:25][CH:26]([CH3:28])[CH3:27])[C:22]([NH2:24])=[O:23]. (4) Given the product [ClH:18].[ClH:18].[ClH:18].[F:1][C:2]([F:36])([F:35])[C:3]1[CH:4]=[C:5]([CH:28]=[C:29]([C:31]([F:34])([F:33])[F:32])[CH:30]=1)[C:6]([N:8]1[CH2:13][CH2:12][N:11]([CH2:14][C:15]#[C:16][CH2:17][N:46]2[CH2:47][CH2:48][N:43]([CH:37]3[CH2:42][CH2:41][CH2:40][CH2:39][CH2:38]3)[CH2:44][CH2:45]2)[CH2:10][C@H:9]1[CH2:19][C:20]1[CH:25]=[CH:24][C:23]([CH3:26])=[C:22]([CH3:27])[CH:21]=1)=[O:7], predict the reactants needed to synthesize it. The reactants are: [F:1][C:2]([F:36])([F:35])[C:3]1[CH:4]=[C:5]([CH:28]=[C:29]([C:31]([F:34])([F:33])[F:32])[CH:30]=1)[C:6]([N:8]1[CH2:13][CH2:12][N:11]([CH2:14][C:15]#[C:16][CH2:17][Cl:18])[CH2:10][C@H:9]1[CH2:19][C:20]1[CH:25]=[CH:24][C:23]([CH3:26])=[C:22]([CH3:27])[CH:21]=1)=[O:7].[CH:37]1([N:43]2[CH2:48][CH2:47][NH:46][CH2:45][CH2:44]2)[CH2:42][CH2:41][CH2:40][CH2:39][CH2:38]1.C(=O)([O-])[O-].[K+].[K+].O.